Dataset: Catalyst prediction with 721,799 reactions and 888 catalyst types from USPTO. Task: Predict which catalyst facilitates the given reaction. (1) Reactant: [CH2:1]([C:3]1[N:7]([CH2:8][CH2:9][CH3:10])[N:6]=[C:5]([C:11]#[N:12])[CH:4]=1)[CH3:2].C([O-])(=O)C.[K+].[Br:18]Br.S([O-])(O)=O.[Na+]. Product: [Br:18][C:4]1[C:5]([C:11]#[N:12])=[N:6][N:7]([CH2:8][CH2:9][CH3:10])[C:3]=1[CH2:1][CH3:2]. The catalyst class is: 15. (2) Reactant: [Br:1][C:2]1[CH:3]=[CH:4][C:5](=[O:11])[N:6]([CH2:8][CH2:9][OH:10])[CH:7]=1.[H-].[Na+].Cl[C:15]1[C:24]2[C:19](=[CH:20][C:21]([O:25][CH3:26])=[CH:22][CH:23]=2)[N:18]=[CH:17][CH:16]=1. Product: [Br:1][C:2]1[CH:3]=[CH:4][C:5](=[O:11])[N:6]([CH2:8][CH2:9][O:10][C:15]2[C:24]3[C:19](=[CH:20][C:21]([O:25][CH3:26])=[CH:22][CH:23]=3)[N:18]=[CH:17][CH:16]=2)[CH:7]=1. The catalyst class is: 3.